This data is from Peptide-MHC class I binding affinity with 185,985 pairs from IEDB/IMGT. The task is: Regression. Given a peptide amino acid sequence and an MHC pseudo amino acid sequence, predict their binding affinity value. This is MHC class I binding data. (1) The peptide sequence is REAKATRPL. The MHC is HLA-B40:01 with pseudo-sequence HLA-B40:01. The binding affinity (normalized) is 0.594. (2) The peptide sequence is GPAEARKVC. The MHC is HLA-B51:01 with pseudo-sequence HLA-B51:01. The binding affinity (normalized) is 0.0847.